Task: Predict which catalyst facilitates the given reaction.. Dataset: Catalyst prediction with 721,799 reactions and 888 catalyst types from USPTO (1) Reactant: [NH2:1][C:2]1[CH:3]=[C:4]([CH:21]=[CH:22][C:23]=1[Cl:24])[O:5][C:6]1[CH:7]=[CH:8][C:9]2[N:10]([CH:12]=[C:13]([NH:15][C:16]([CH:18]3[CH2:20][CH2:19]3)=[O:17])[N:14]=2)[N:11]=1.[F:25][C:26]([F:37])([F:36])[C:27]1[CH:28]=[C:29]([CH:33]=[CH:34][CH:35]=1)[C:30](Cl)=[O:31].C(=O)([O-])O.[Na+]. Product: [Cl:24][C:23]1[CH:22]=[CH:21][C:4]([O:5][C:6]2[CH:7]=[CH:8][C:9]3[N:10]([CH:12]=[C:13]([NH:15][C:16]([CH:18]4[CH2:20][CH2:19]4)=[O:17])[N:14]=3)[N:11]=2)=[CH:3][C:2]=1[NH:1][C:30](=[O:31])[C:29]1[CH:33]=[CH:34][CH:35]=[C:27]([C:26]([F:25])([F:36])[F:37])[CH:28]=1. The catalyst class is: 60. (2) Reactant: [Cl:1][C:2]1[C:11]2[CH2:10][N:9]([C@H:12]([CH:16]([CH3:18])[CH3:17])[C:13](O)=[O:14])[C:8](=[O:19])[C:7]3=[CH:20][NH:21][C:5]([C:6]=23)=[N:4][CH:3]=1.[NH2:22][C:23]1[CH:30]=[CH:29][C:26]([C:27]#[N:28])=[CH:25][CH:24]=1.CN(C(ON1N=NC2C=CC=NC1=2)=[N+](C)C)C.F[P-](F)(F)(F)(F)F. Product: [Cl:1][C:2]1[C:11]2[CH2:10][N:9]([C@H:12]([CH:16]([CH3:18])[CH3:17])[C:13]([NH:22][C:23]3[CH:30]=[CH:29][C:26]([C:27]#[N:28])=[CH:25][CH:24]=3)=[O:14])[C:8](=[O:19])[C:7]3=[CH:20][NH:21][C:5]([C:6]=23)=[N:4][CH:3]=1. The catalyst class is: 1.